From a dataset of NCI-60 drug combinations with 297,098 pairs across 59 cell lines. Regression. Given two drug SMILES strings and cell line genomic features, predict the synergy score measuring deviation from expected non-interaction effect. (1) Drug 1: CC1OCC2C(O1)C(C(C(O2)OC3C4COC(=O)C4C(C5=CC6=C(C=C35)OCO6)C7=CC(=C(C(=C7)OC)O)OC)O)O. Drug 2: CCN(CC)CCCC(C)NC1=C2C=C(C=CC2=NC3=C1C=CC(=C3)Cl)OC. Cell line: RXF 393. Synergy scores: CSS=35.7, Synergy_ZIP=-3.21, Synergy_Bliss=2.15, Synergy_Loewe=4.02, Synergy_HSA=5.79. (2) Drug 1: CN(C(=O)NC(C=O)C(C(C(CO)O)O)O)N=O. Drug 2: CC1CCCC2(C(O2)CC(NC(=O)CC(C(C(=O)C(C1O)C)(C)C)O)C(=CC3=CSC(=N3)C)C)C. Cell line: HCC-2998. Synergy scores: CSS=52.4, Synergy_ZIP=4.92, Synergy_Bliss=3.87, Synergy_Loewe=-35.1, Synergy_HSA=0.694. (3) Drug 1: CC1OCC2C(O1)C(C(C(O2)OC3C4COC(=O)C4C(C5=CC6=C(C=C35)OCO6)C7=CC(=C(C(=C7)OC)O)OC)O)O. Drug 2: C1=NC2=C(N1)C(=S)N=C(N2)N. Cell line: OVCAR3. Synergy scores: CSS=60.7, Synergy_ZIP=-6.49, Synergy_Bliss=-2.81, Synergy_Loewe=-2.92, Synergy_HSA=1.09. (4) Drug 1: CC1C(C(CC(O1)OC2CC(CC3=C2C(=C4C(=C3O)C(=O)C5=C(C4=O)C(=CC=C5)OC)O)(C(=O)C)O)N)O.Cl. Drug 2: C1C(C(OC1N2C=NC3=C2NC=NCC3O)CO)O. Cell line: ACHN. Synergy scores: CSS=13.3, Synergy_ZIP=-2.84, Synergy_Bliss=-1.87, Synergy_Loewe=-1.67, Synergy_HSA=-1.46. (5) Drug 1: C1CCC(C1)C(CC#N)N2C=C(C=N2)C3=C4C=CNC4=NC=N3. Drug 2: C1=NC2=C(N1)C(=S)N=C(N2)N. Cell line: NCI-H460. Synergy scores: CSS=37.6, Synergy_ZIP=1.14, Synergy_Bliss=-0.399, Synergy_Loewe=-21.3, Synergy_HSA=-0.716. (6) Synergy scores: CSS=8.85, Synergy_ZIP=-4.04, Synergy_Bliss=-1.50, Synergy_Loewe=-1.66, Synergy_HSA=-0.162. Drug 2: C(CCl)NC(=O)N(CCCl)N=O. Cell line: NCI-H460. Drug 1: C1=NNC2=C1C(=O)NC=N2.